From a dataset of NCI-60 drug combinations with 297,098 pairs across 59 cell lines. Regression. Given two drug SMILES strings and cell line genomic features, predict the synergy score measuring deviation from expected non-interaction effect. (1) Drug 1: CNC(=O)C1=CC=CC=C1SC2=CC3=C(C=C2)C(=NN3)C=CC4=CC=CC=N4. Drug 2: CC1=C(C=C(C=C1)NC(=O)C2=CC=C(C=C2)CN3CCN(CC3)C)NC4=NC=CC(=N4)C5=CN=CC=C5. Synergy scores: CSS=1.32, Synergy_ZIP=-1.65, Synergy_Bliss=-4.19, Synergy_Loewe=-4.85, Synergy_HSA=-4.49. Cell line: 786-0. (2) Drug 1: C1CN1C2=NC(=NC(=N2)N3CC3)N4CC4. Drug 2: CC1C(C(CC(O1)OC2CC(CC3=C2C(=C4C(=C3O)C(=O)C5=CC=CC=C5C4=O)O)(C(=O)C)O)N)O. Cell line: OVCAR-8. Synergy scores: CSS=46.9, Synergy_ZIP=-4.38, Synergy_Bliss=-1.12, Synergy_Loewe=3.49, Synergy_HSA=4.56.